Dataset: Reaction yield outcomes from USPTO patents with 853,638 reactions. Task: Predict the reaction yield, written as a fraction of the theoretical maximum amount of product (1.0 means a 100% yield; for example, 0.34 means a 34% yield). (1) The reactants are [Cl-].O[NH3+:3].[C:4](=[O:7])([O-])[OH:5].[Na+].CS(C)=O.[C:13]([O:17][C:18]1[CH:23]=[CH:22][C:21]([N:24]2[C:29](=[O:30])[C:28]([CH2:31][C:32]3[CH:37]=[CH:36][C:35]([C:38]4[C:39]([C:44]#[N:45])=[CH:40][CH:41]=[CH:42][CH:43]=4)=[CH:34][CH:33]=3)=[C:27]([CH2:46][CH2:47][CH2:48][CH3:49])[N:26]=[C:25]2[CH3:50])=[CH:20][CH:19]=1)([CH3:16])([CH3:15])[CH3:14]. The catalyst is O. The product is [C:13]([O:17][C:18]1[CH:19]=[CH:20][C:21]([N:24]2[C:29](=[O:30])[C:28]([CH2:31][C:32]3[CH:33]=[CH:34][C:35]([C:38]4[CH:43]=[CH:42][CH:41]=[CH:40][C:39]=4[C:44]4[NH:3][C:4](=[O:7])[O:5][N:45]=4)=[CH:36][CH:37]=3)=[C:27]([CH2:46][CH2:47][CH2:48][CH3:49])[N:26]=[C:25]2[CH3:50])=[CH:22][CH:23]=1)([CH3:16])([CH3:15])[CH3:14]. The yield is 0.480. (2) The reactants are [OH-].[Li+].[NH2:3][C:4]1[N:5]([C:18]2[C:27]3[C:22](=[CH:23][CH:24]=[CH:25][CH:26]=3)[C:21]([CH:28]3[CH2:30][CH2:29]3)=[CH:20][CH:19]=2)[C:6]([S:9][C:10]([CH3:17])([CH3:16])[C:11]([O:13]CC)=[O:12])=[N:7][N:8]=1.Cl. The catalyst is C1COCC1.CO. The product is [NH2:3][C:4]1[N:5]([C:18]2[C:27]3[C:22](=[CH:23][CH:24]=[CH:25][CH:26]=3)[C:21]([CH:28]3[CH2:30][CH2:29]3)=[CH:20][CH:19]=2)[C:6]([S:9][C:10]([CH3:17])([CH3:16])[C:11]([OH:13])=[O:12])=[N:7][N:8]=1. The yield is 0.740.